Dataset: Forward reaction prediction with 1.9M reactions from USPTO patents (1976-2016). Task: Predict the product of the given reaction. (1) Given the reactants [CH:1]1([C:4]2[NH:8][C:7]3[CH:9]=[C:10]([C:14]4[C:15]([CH3:20])=[N:16][O:17][C:18]=4[CH3:19])[CH:11]=[C:12](I)[C:6]=3[N:5]=2)[CH2:3][CH2:2]1.[F:21][C:22]1[CH:23]=[C:24]([C:28](B(O)O)=[CH2:29])[CH:25]=[CH:26][CH:27]=1, predict the reaction product. The product is: [CH:1]1([C:4]2[NH:8][C:7]3[CH:9]=[C:10]([C:14]4[C:15]([CH3:20])=[N:16][O:17][C:18]=4[CH3:19])[CH:11]=[C:12]([C:28]([C:24]4[CH:25]=[CH:26][CH:27]=[C:22]([F:21])[CH:23]=4)=[CH2:29])[C:6]=3[N:5]=2)[CH2:3][CH2:2]1. (2) The product is: [F:1][C:2]([F:16])([F:17])[C:3]1[CH:4]=[C:5]([C:9]2([CH2:14][OH:15])[CH2:13][CH2:12][CH2:11][CH2:10]2)[CH:6]=[CH:7][CH:8]=1. Given the reactants [F:1][C:2]([F:17])([F:16])[C:3]1[CH:4]=[C:5]([C:9]2([CH:14]=[O:15])[CH2:13][CH2:12][CH2:11][CH2:10]2)[CH:6]=[CH:7][CH:8]=1.FC(F)(F)C1C=CC(C2(CO)CCCC2)=CC=1, predict the reaction product.